From a dataset of Forward reaction prediction with 1.9M reactions from USPTO patents (1976-2016). Predict the product of the given reaction. (1) Given the reactants C12(COC3C(C4CC4)=CC(C(O)=O)=CN=3)CC3CC(CC(C3)C1)C2.[C@@H:25]12[CH2:31][C@@H:28]([CH2:29][CH2:30]1)[CH2:27][C@@H:26]2[O:32][C:33]1[C:41]([CH:42]2[CH2:44][CH2:43]2)=[CH:40][C:36]([C:37](O)=[O:38])=[C:35]([F:45])[CH:34]=1.COC[CH2:49][S:50]([NH2:53])(=[O:52])=[O:51].CS(N)(=O)=O, predict the reaction product. The product is: [C@@H:25]12[CH2:31][C@@H:28]([CH2:29][CH2:30]1)[CH2:27][C@@H:26]2[O:32][C:33]1[C:41]([CH:42]2[CH2:44][CH2:43]2)=[CH:40][C:36]([C:37]([NH:53][S:50]([CH3:49])(=[O:52])=[O:51])=[O:38])=[C:35]([F:45])[CH:34]=1. (2) Given the reactants [F:1][C:2]([F:27])([F:26])[CH2:3][N:4]1[C:8]2[N:9]=[C:10]([C:19]3[CH:25]=[CH:24][C:22]([NH2:23])=[CH:21][CH:20]=3)[N:11]=[C:12]([N:13]3[CH2:18][CH2:17][O:16][CH2:15][CH2:14]3)[C:7]=2[CH:6]=[CH:5]1.ClC(Cl)(O[C:32](=[O:38])OC(Cl)(Cl)Cl)Cl.[CH3:40][N:41]([CH3:45])[CH2:42][CH2:43][NH2:44], predict the reaction product. The product is: [CH3:40][N:41]([CH3:45])[CH2:42][CH2:43][NH:44][C:32]([NH:23][C:22]1[CH:24]=[CH:25][C:19]([C:10]2[N:11]=[C:12]([N:13]3[CH2:18][CH2:17][O:16][CH2:15][CH2:14]3)[C:7]3[CH:6]=[CH:5][N:4]([CH2:3][C:2]([F:26])([F:1])[F:27])[C:8]=3[N:9]=2)=[CH:20][CH:21]=1)=[O:38]. (3) Given the reactants CS([C:5]1[N:10]=[C:9]([C:11]2[N:15]3[CH:16]=[CH:17][N:18]=[C:19]([N:20]4[CH2:25][CH2:24][N:23]([CH3:26])[CH2:22][CH2:21]4)[C:14]3=[N:13][CH:12]=2)[CH:8]=[CH:7][N:6]=1)(=O)=O.[Cl:27][C:28]1[CH:35]=[CH:34][C:31]([CH2:32][NH2:33])=[CH:30][CH:29]=1, predict the reaction product. The product is: [Cl:27][C:28]1[CH:35]=[CH:34][C:31]([CH2:32][NH:33][C:5]2[N:10]=[C:9]([C:11]3[N:15]4[CH:16]=[CH:17][N:18]=[C:19]([N:20]5[CH2:25][CH2:24][N:23]([CH3:26])[CH2:22][CH2:21]5)[C:14]4=[N:13][CH:12]=3)[CH:8]=[CH:7][N:6]=2)=[CH:30][CH:29]=1.